From a dataset of Catalyst prediction with 721,799 reactions and 888 catalyst types from USPTO. Predict which catalyst facilitates the given reaction. Reactant: [Br:1]Br.[C:3]1([C:9]2[N:10]([CH2:20][O:21][CH2:22][CH2:23][Si:24]([CH3:27])([CH3:26])[CH3:25])[CH:11]=[C:12]([C:14]3[CH:19]=[CH:18][N:17]=[CH:16][CH:15]=3)[N:13]=2)[CH:8]=[CH:7][CH:6]=[CH:5][CH:4]=1.C([O-])([O-])=O.[Na+].[Na+]. Product: [Br:1][C:11]1[N:10]([CH2:20][O:21][CH2:22][CH2:23][Si:24]([CH3:27])([CH3:26])[CH3:25])[C:9]([C:3]2[CH:4]=[CH:5][CH:6]=[CH:7][CH:8]=2)=[N:13][C:12]=1[C:14]1[CH:19]=[CH:18][N:17]=[CH:16][CH:15]=1. The catalyst class is: 2.